From a dataset of Forward reaction prediction with 1.9M reactions from USPTO patents (1976-2016). Predict the product of the given reaction. The product is: [CH:1]1([C:4]([CH:6]2[C:18]3[C:19]4[N:10]([CH2:11][CH2:12][NH:13][C:14]=4[CH:15]=[CH:16][CH:17]=3)[CH2:9][CH2:8][NH:7]2)=[O:5])[CH2:2][CH2:3]1. Given the reactants [CH:1]1([C:4]([CH:6]2[C:18]3[C:19]4[N:10]([CH2:11][CH:12](C(OC(C)(C)C)=O)[NH:13][C:14]=4[CH:15]=[CH:16][CH:17]=3)[CH2:9][CH2:8][NH:7]2)=[O:5])[CH2:3][CH2:2]1.FC(F)(F)C(O)=O.O.[OH-].[Na+], predict the reaction product.